From a dataset of Full USPTO retrosynthesis dataset with 1.9M reactions from patents (1976-2016). Predict the reactants needed to synthesize the given product. (1) Given the product [Cl:1][C:2]1[CH:7]=[CH:6][CH:5]=[C:4]([Cl:8])[C:3]=1[N:9]1[C:13]([CH2:14][O:15][S:27]([CH3:26])(=[O:29])=[O:28])=[C:12]([CH:16]([CH3:18])[CH3:17])[N:11]=[N:10]1, predict the reactants needed to synthesize it. The reactants are: [Cl:1][C:2]1[CH:7]=[CH:6][CH:5]=[C:4]([Cl:8])[C:3]=1[N:9]1[C:13]([CH2:14][OH:15])=[C:12]([CH:16]([CH3:18])[CH3:17])[N:11]=[N:10]1.CCN(CC)CC.[CH3:26][S:27](Cl)(=[O:29])=[O:28]. (2) Given the product [C:1]([NH:4][C:5]1[CH:22]=[CH:21][C:8]([O:9][CH2:10][C:11]2[CH:20]=[CH:19][CH:18]=[CH:17][C:12]=2[C:13]([O:15][CH3:16])=[O:14])=[CH:7][C:6]=1[NH2:23])(=[O:3])[CH3:2], predict the reactants needed to synthesize it. The reactants are: [C:1]([NH:4][C:5]1[CH:22]=[CH:21][C:8]([O:9][CH2:10][C:11]2[CH:20]=[CH:19][CH:18]=[CH:17][C:12]=2[C:13]([O:15][CH3:16])=[O:14])=[CH:7][C:6]=1[N+:23]([O-])=O)(=[O:3])[CH3:2].CO.O1CCCC1.[H][H]. (3) Given the product [C:1]([C:5]1[CH:6]=[CH:7][C:8]([CH3:19])=[C:9]([C:32]#[C:31][Si:28]([CH3:30])([CH3:29])[CH3:27])[CH:10]=1)([CH3:4])([CH3:3])[CH3:2], predict the reactants needed to synthesize it. The reactants are: [C:1]([C:5]1[CH:6]=[CH:7][C:8]([CH3:19])=[C:9](OS(C(F)(F)F)(=O)=O)[CH:10]=1)([CH3:4])([CH3:3])[CH3:2].C(N(CC)CC)C.[CH3:27][Si:28]([C:31]#[CH:32])([CH3:30])[CH3:29].CN(C)C=O. (4) Given the product [F:49][C:37]1[CH:38]=[C:39]([N:42]2[CH:47]=[CH:46][CH:45]=[CH:44][C:43]2=[O:48])[CH:40]=[CH:41][C:36]=1[NH:35][C:34]([N:12]1[CH2:13][C:9](=[O:8])[C@H:10]([CH2:14][NH:15][C:16]([C:18]2[S:19][C:20]([Cl:23])=[CH:21][CH:22]=2)=[O:17])[CH2:11]1)=[O:33], predict the reactants needed to synthesize it. The reactants are: FC(F)(F)C(O)=O.[O:8]=[C:9]1[CH2:13][NH:12][CH2:11][C@H:10]1[CH2:14][NH:15][C:16]([C:18]1[S:19][C:20]([Cl:23])=[CH:21][CH:22]=1)=[O:17].[N+](C1C=CC([O:33][C:34](=O)[NH:35][C:36]2[CH:41]=[CH:40][C:39]([N:42]3[CH:47]=[CH:46][CH:45]=[CH:44][C:43]3=[O:48])=[CH:38][C:37]=2[F:49])=CC=1)([O-])=O. (5) Given the product [CH3:1][C:2]1([CH3:31])[CH:11]=[C:10]([C:12]2[CH:17]=[CH:16][CH:15]=[CH:14][CH:13]=2)[C:9]2[C:4](=[CH:5][C:6]([O:27][CH2:28][CH2:29][CH3:30])=[C:7](/[C:18](/[CH3:26])=[C:19](/[F:25])\[CH2:20][OH:21])[CH:8]=2)[O:3]1, predict the reactants needed to synthesize it. The reactants are: [CH3:1][C:2]1([CH3:31])[CH:11]=[C:10]([C:12]2[CH:17]=[CH:16][CH:15]=[CH:14][CH:13]=2)[C:9]2[C:4](=[CH:5][C:6]([O:27][CH2:28][CH2:29][CH3:30])=[C:7](/[C:18](/[CH3:26])=[C:19](/[F:25])\[C:20](OCC)=[O:21])[CH:8]=2)[O:3]1.[H-].C([Al+]CC(C)C)C(C)C. (6) Given the product [CH3:31][C:19]1[CH:20]=[C:21]([O:23][CH2:24][CH2:25][CH2:26][S:27]([CH3:30])(=[O:28])=[O:29])[CH:22]=[C:17]([CH3:16])[C:18]=1[C:32]1[CH:37]=[CH:36][CH:35]=[C:34]([CH2:38][O:14][C:12]2[CH:11]=[CH:10][C:9]3[C@H:5]([CH2:4][C:3]([O:2][CH3:1])=[O:15])[CH2:6][O:7][C:8]=3[CH:13]=2)[CH:33]=1, predict the reactants needed to synthesize it. The reactants are: [CH3:1][O:2][C:3](=[O:15])[CH2:4][C@H:5]1[C:9]2[CH:10]=[CH:11][C:12]([OH:14])=[CH:13][C:8]=2[O:7][CH2:6]1.[CH3:16][C:17]1[CH:22]=[C:21]([O:23][CH2:24][CH2:25][CH2:26][S:27]([CH3:30])(=[O:29])=[O:28])[CH:20]=[C:19]([CH3:31])[C:18]=1[C:32]1[CH:37]=[CH:36][CH:35]=[C:34]([CH2:38]O)[CH:33]=1.C(P(CCCC)CCCC)CCC.N(C(N1CCCCC1)=O)=NC(N1CCCCC1)=O. (7) Given the product [CH2:15]([N:22]1[CH2:23][CH2:24][C:25]([CH2:34][N:35]([CH3:36])[C:2]2[N:11]=[C:10]([NH2:12])[C:9]3[C:4](=[CH:5][C:6]([CH:37]=[O:40])=[C:7]([CH:13]=[O:47])[CH:8]=3)[N:3]=2)([C:28]2[CH:33]=[CH:32][CH:31]=[CH:30][CH:29]=2)[CH2:26][CH2:27]1)[C:16]1[CH:17]=[CH:18][CH:19]=[CH:20][CH:21]=1, predict the reactants needed to synthesize it. The reactants are: Cl[C:2]1[N:11]=[C:10]([NH2:12])[C:9]2[C:4](=[CH:5][C:6](C)=[C:7]([CH3:13])[CH:8]=2)[N:3]=1.[CH2:15]([N:22]1[CH2:27][CH2:26][C:25]([CH2:34][NH:35][CH3:36])([C:28]2[CH:33]=[CH:32][CH:31]=[CH:30][CH:29]=2)[CH2:24][CH2:23]1)[C:16]1[CH:21]=[CH:20][CH:19]=[CH:18][CH:17]=1.[C:37](=[O:40])([O-])[O-].[K+].[K+].C([OH:47])CCC. (8) Given the product [Br:1][C:2]1[CH:7]=[CH:6][C:5]([N:8]=[S:9]([CH3:11])([NH:13][CH3:12])=[O:10])=[CH:4][CH:3]=1, predict the reactants needed to synthesize it. The reactants are: [Br:1][C:2]1[CH:7]=[CH:6][C:5]([NH:8][S:9]([CH3:11])=[O:10])=[CH:4][CH:3]=1.[CH3:12][NH2:13].